Dataset: Full USPTO retrosynthesis dataset with 1.9M reactions from patents (1976-2016). Task: Predict the reactants needed to synthesize the given product. (1) Given the product [F:1][C:2]1[CH:3]=[C:4]([CH2:9][C:10]([NH2:15])=[O:12])[CH:5]=[C:6]([F:8])[CH:7]=1, predict the reactants needed to synthesize it. The reactants are: [F:1][C:2]1[CH:3]=[C:4]([CH2:9][C:10]([OH:12])=O)[CH:5]=[C:6]([F:8])[CH:7]=1.C(N1C=CN=C1)([N:15]1C=CN=C1)=O. (2) Given the product [CH3:41][C:38]1[CH:37]=[C:36]([CH:32]2[O:33][CH2:34][CH2:35][NH:30][CH2:31]2)[O:40][N:39]=1, predict the reactants needed to synthesize it. The reactants are: [N+]([O-])([O-])=O.[Ce+4].[NH4+].[N+]([O-])([O-])=O.[N+]([O-])([O-])=O.[N+]([O-])([O-])=O.[N+]([O-])([O-])=O.C([N:30]1[CH2:35][CH2:34][O:33][CH:32]([C:36]2[O:40][N:39]=[C:38]([CH3:41])[CH:37]=2)[CH2:31]1)C1C=CC=CC=1. (3) Given the product [CH:22]1([C@H:20]([NH:19][C:8]2[N:7]=[C:6]([C:26]#[N:27])[N:5]=[C:4]3[C:9]=2[N:10]([CH2:11][C@H:12]2[CH2:17][CH2:16][C@H:15]([CH3:18])[CH2:14][CH2:13]2)[C:2]([CH3:28])=[N:3]3)[CH3:21])[CH2:25][CH2:24][CH2:23]1, predict the reactants needed to synthesize it. The reactants are: Br[C:2]1[N:10]([CH2:11][C@H:12]2[CH2:17][CH2:16][C@H:15]([CH3:18])[CH2:14][CH2:13]2)[C:9]2[C:4](=[N:5][C:6]([C:26]#[N:27])=[N:7][C:8]=2[NH:19][C@@H:20]([CH:22]2[CH2:25][CH2:24][CH2:23]2)[CH3:21])[N:3]=1.[CH3:28]B(O)O.C([O-])([O-])=O.[Na+].[Na+].C1COCC1.